Dataset: Catalyst prediction with 721,799 reactions and 888 catalyst types from USPTO. Task: Predict which catalyst facilitates the given reaction. (1) Reactant: Br[C:2]1[C:3](=[O:19])[N:4]([CH2:10][C:11]2[CH:16]=[CH:15][C:14]([O:17][CH3:18])=[CH:13][CH:12]=2)[N:5]=[C:6]([CH2:8][OH:9])[CH:7]=1.[OH-].[K+].[O:22]([C:24]1[CH:31]=[CH:30][C:27]([CH2:28][OH:29])=[CH:26][CH:25]=1)[CH3:23]. Product: [OH:9][CH2:8][C:6]1[CH:7]=[C:2]([O:29][CH2:28][C:27]2[CH:30]=[CH:31][C:24]([O:22][CH3:23])=[CH:25][CH:26]=2)[C:3](=[O:19])[N:4]([CH2:10][C:11]2[CH:16]=[CH:15][C:14]([O:17][CH3:18])=[CH:13][CH:12]=2)[N:5]=1. The catalyst class is: 20. (2) Reactant: [Cl:1][C:2]1[CH:3]=[C:4]2[C:8](=[CH:9][CH:10]=1)[NH:7][C:6]([C:11]([OH:13])=O)=[CH:5]2.[NH2:14][C@@H:15]1[CH2:23][C:22]2[C:17](=[CH:18][CH:19]=[CH:20][CH:21]=2)[C@H:16]1[NH:24][S:25]([CH3:28])(=[O:27])=[O:26].CCN(C(C)C)C(C)C.C1C=CC2N(O)N=NC=2C=1.CCN=C=NCCCN(C)C. Product: [Cl:1][C:2]1[CH:3]=[C:4]2[C:8](=[CH:9][CH:10]=1)[NH:7][C:6]([C:11]([NH:14][C@@H:15]1[CH2:23][C:22]3[C:17](=[CH:18][CH:19]=[CH:20][CH:21]=3)[C@H:16]1[NH:24][S:25]([CH3:28])(=[O:27])=[O:26])=[O:13])=[CH:5]2. The catalyst class is: 91. (3) Reactant: [C:1]([O:5][C:6]([NH:8][C@@H:9]([CH2:13][CH:14]1[CH2:16][CH2:15]1)[C:10](O)=[O:11])=[O:7])([CH3:4])([CH3:3])[CH3:2]. Product: [C:1]([O:5][C:6](=[O:7])[NH:8][C@H:9]([CH2:10][OH:11])[CH2:13][CH:14]1[CH2:15][CH2:16]1)([CH3:2])([CH3:4])[CH3:3]. The catalyst class is: 7. (4) Reactant: O.[OH-].[Li+].C[O:5][C:6](=[O:28])[C:7]1[CH:12]=[CH:11][C:10]([O:13][CH2:14][C:15]2[N:16]([C:21]3[CH:26]=[CH:25][C:24]([F:27])=[CH:23][CH:22]=3)[N:17]=[N:18][C:19]=2[CH3:20])=[N:9][CH:8]=1. Product: [F:27][C:24]1[CH:25]=[CH:26][C:21]([N:16]2[C:15]([CH2:14][O:13][C:10]3[CH:11]=[CH:12][C:7]([C:6]([OH:28])=[O:5])=[CH:8][N:9]=3)=[C:19]([CH3:20])[N:18]=[N:17]2)=[CH:22][CH:23]=1. The catalyst class is: 776. (5) Reactant: [CH3:1][O:2][C:3]([C:5]1[CH:14]=[CH:13][CH:12]=[C:11]2[C:6]=1[CH:7]=[CH:8][N+:9]([O-])=[CH:10]2)=[O:4].FC(F)(F)C1C=CC=CC=1.[C:26]([NH2:30])([CH3:29])([CH3:28])[CH3:27].C1(C)C=CC(S(OS(C2C=CC(C)=CC=2)(=O)=O)(=O)=O)=CC=1. Product: [C:26]([NH:30][C:10]1[C:11]2[CH:12]=[CH:13][CH:14]=[C:5]([C:3]([O:2][CH3:1])=[O:4])[C:6]=2[CH:7]=[CH:8][N:9]=1)([CH3:29])([CH3:28])[CH3:27]. The catalyst class is: 13. (6) Reactant: C(N(C(C)C)CC)(C)C.CCCP1(OP(CCC)(=O)OP(CCC)(=O)O1)=O.[Cl:28][C:29]1[CH:34]=[CH:33][C:32]([C:35]2[N:36]=[C:37]3[CH:42]=[CH:41][C:40]([C:43]([O-])=[O:44])=[CH:39][N:38]3[C:46]=2[CH2:47][OH:48])=[CH:31][CH:30]=1.[Na+].[NH2:50][C@H:51]1[CH2:56][CH2:55][C@H:54]([OH:57])[CH2:53][CH2:52]1. Product: [Cl:28][C:29]1[CH:30]=[CH:31][C:32]([C:35]2[N:36]=[C:37]3[CH:42]=[CH:41][C:40]([C:43]([NH:50][C@H:51]4[CH2:56][CH2:55][C@H:54]([OH:57])[CH2:53][CH2:52]4)=[O:44])=[CH:39][N:38]3[C:46]=2[CH2:47][OH:48])=[CH:33][CH:34]=1. The catalyst class is: 656. (7) Reactant: [NH2:1][C:2]1[N:10]=[CH:9][CH:8]=[CH:7][C:3]=1[C:4]([OH:6])=O.ON1C2C=CC=CC=2N=N1.CCN=C=NCCCN(C)C.[CH3:32][C:33]1[CH:47]=[CH:46][C:36]([S:37][C:38]2[CH:45]=[CH:44][C:41]([CH2:42][NH2:43])=[CH:40][CH:39]=2)=[CH:35][CH:34]=1.C(=O)(O)[O-].[Na+]. Product: [CH3:32][C:33]1[CH:47]=[CH:46][C:36]([S:37][C:38]2[CH:45]=[CH:44][C:41]([CH2:42][NH:43][C:4](=[O:6])[C:3]3[CH:7]=[CH:8][CH:9]=[N:10][C:2]=3[NH2:1])=[CH:40][CH:39]=2)=[CH:35][CH:34]=1. The catalyst class is: 3. (8) Reactant: [Cl:1][C:2]1[CH:9]=[CH:8][CH:7]=[C:6]([C:10]([F:13])([F:12])[F:11])[C:3]=1[CH:4]=O.[CH3:14][O:15][C:16](=[O:25])[C:17]1[CH:22]=[CH:21][C:20]([NH2:23])=[C:19]([NH2:24])[CH:18]=1.C(S([O-])(=O)=O)(F)(F)F.C(S([O-])(=O)=O)(F)(F)F.C(S([O-])(=O)=O)(F)(F)F.[Yb+3]. Product: [CH3:14][O:15][C:16]([C:17]1[CH:22]=[CH:21][C:20]2[N:23]=[C:4]([C:3]3[C:6]([C:10]([F:13])([F:12])[F:11])=[CH:7][CH:8]=[CH:9][C:2]=3[Cl:1])[NH:24][C:19]=2[CH:18]=1)=[O:25]. The catalyst class is: 16. (9) Reactant: [CH3:1][C:2]1([CH3:18])[CH2:6][CH2:5][N:4]([C:7]([O:9][CH2:10][C:11]2[CH:16]=[CH:15][CH:14]=[CH:13][CH:12]=2)=[O:8])[C:3]1=[O:17].[BH4-].[Na+].C(Cl)(Cl)Cl.[NH4+].[Cl-]. Product: [OH:17][CH:3]1[C:2]([CH3:18])([CH3:1])[CH2:6][CH2:5][N:4]1[C:7]([O:9][CH2:10][C:11]1[CH:12]=[CH:13][CH:14]=[CH:15][CH:16]=1)=[O:8]. The catalyst class is: 191. (10) Reactant: [CH3:1][C@@H:2]([CH2:26][CH3:27])[C@H:3]([N:11]1[CH2:15][C:14](=[O:16])[N:13]([CH2:17][C:18]2[CH:23]=[CH:22][CH:21]=[C:20]([CH3:24])[N:19]=2)[C:12]1=[O:25])[C:4]([O:6]C(C)(C)C)=[O:5].FC(F)(F)C(O)=O. Product: [CH3:1][C@@H:2]([CH2:26][CH3:27])[C@H:3]([N:11]1[CH2:15][C:14](=[O:16])[N:13]([CH2:17][C:18]2[CH:23]=[CH:22][CH:21]=[C:20]([CH3:24])[N:19]=2)[C:12]1=[O:25])[C:4]([OH:6])=[O:5]. The catalyst class is: 4.